Task: Predict the reactants needed to synthesize the given product.. Dataset: Full USPTO retrosynthesis dataset with 1.9M reactions from patents (1976-2016) (1) The reactants are: [CH3:1][C:2]1[C:7]([C:8]2[CH:13]=[CH:12][CH:11]=[C:10]([N+:14]([O-])=O)[CH:9]=2)=[CH:6][C:5]([C:17]([NH:19][C:20]2[CH:25]=[CH:24][CH:23]=[C:22]([C:26]([F:29])([F:28])[F:27])[CH:21]=2)=[O:18])=[CH:4][CH:3]=1.C(O)(=O)C. Given the product [NH2:14][C:10]1[CH:9]=[C:8]([C:7]2[C:2]([CH3:1])=[CH:3][CH:4]=[C:5]([C:17]([NH:19][C:20]3[CH:25]=[CH:24][CH:23]=[C:22]([C:26]([F:27])([F:28])[F:29])[CH:21]=3)=[O:18])[CH:6]=2)[CH:13]=[CH:12][CH:11]=1, predict the reactants needed to synthesize it. (2) Given the product [CH:7](/[C:6]1[CH:11]=[CH:12][CH:13]=[CH:14][C:5]=1[O:4][CH3:3])=[CH:8]\[CH:9]=[CH2:16], predict the reactants needed to synthesize it. The reactants are: [H-].[Na+].[CH3:3][O:4][C:5]1[CH:14]=[CH:13][CH:12]=[CH:11][C:6]=1[CH:7]=[CH:8][CH:9]=O.O.[CH2:16](OCC)C. (3) Given the product [ClH:1].[Cl:1][C:2]1[C:7]2[O:8][C:9]3[CH2:14][CH2:13][NH:12][CH:11]([CH2:15][F:16])[C:10]=3[C:6]=2[CH:5]=[C:4]([S:17]([C:20]2[CH:25]=[CH:24][CH:23]=[CH:22][CH:21]=2)(=[O:18])=[O:19])[CH:3]=1, predict the reactants needed to synthesize it. The reactants are: [Cl:1][C:2]1[C:7]2[O:8][C:9]3[CH2:14][CH2:13][NH:12][CH:11]([CH2:15][F:16])[C:10]=3[C:6]=2[CH:5]=[C:4]([S:17]([C:20]2[CH:25]=[CH:24][CH:23]=[CH:22][CH:21]=2)(=[O:19])=[O:18])[CH:3]=1.Cl.